This data is from NCI-60 drug combinations with 297,098 pairs across 59 cell lines. The task is: Regression. Given two drug SMILES strings and cell line genomic features, predict the synergy score measuring deviation from expected non-interaction effect. (1) Drug 1: CCC1(CC2CC(C3=C(CCN(C2)C1)C4=CC=CC=C4N3)(C5=C(C=C6C(=C5)C78CCN9C7C(C=CC9)(C(C(C8N6C)(C(=O)OC)O)OC(=O)C)CC)OC)C(=O)OC)O.OS(=O)(=O)O. Drug 2: CC(C)(C#N)C1=CC(=CC(=C1)CN2C=NC=N2)C(C)(C)C#N. Cell line: OVCAR-5. Synergy scores: CSS=3.52, Synergy_ZIP=-0.654, Synergy_Bliss=3.85, Synergy_Loewe=-1.64, Synergy_HSA=1.78. (2) Drug 1: CCC1=C2CN3C(=CC4=C(C3=O)COC(=O)C4(CC)O)C2=NC5=C1C=C(C=C5)O. Drug 2: N.N.Cl[Pt+2]Cl. Cell line: RXF 393. Synergy scores: CSS=23.3, Synergy_ZIP=-0.734, Synergy_Bliss=-0.676, Synergy_Loewe=2.68, Synergy_HSA=0.873. (3) Drug 1: COC1=C2C(=CC3=C1OC=C3)C=CC(=O)O2. Drug 2: COCCOC1=C(C=C2C(=C1)C(=NC=N2)NC3=CC=CC(=C3)C#C)OCCOC.Cl. Cell line: MCF7. Synergy scores: CSS=0.742, Synergy_ZIP=1.36, Synergy_Bliss=0.944, Synergy_Loewe=-0.523, Synergy_HSA=-0.394. (4) Drug 1: CCCCCOC(=O)NC1=NC(=O)N(C=C1F)C2C(C(C(O2)C)O)O. Drug 2: CCN(CC)CCCC(C)NC1=C2C=C(C=CC2=NC3=C1C=CC(=C3)Cl)OC. Cell line: M14. Synergy scores: CSS=8.15, Synergy_ZIP=-3.43, Synergy_Bliss=-3.80, Synergy_Loewe=-8.57, Synergy_HSA=-4.08. (5) Drug 1: CC1=C2C(C(=O)C3(C(CC4C(C3C(C(C2(C)C)(CC1OC(=O)C(C(C5=CC=CC=C5)NC(=O)OC(C)(C)C)O)O)OC(=O)C6=CC=CC=C6)(CO4)OC(=O)C)OC)C)OC. Drug 2: C1=NC2=C(N=C(N=C2N1C3C(C(C(O3)CO)O)F)Cl)N. Cell line: UACC-257. Synergy scores: CSS=41.1, Synergy_ZIP=6.24, Synergy_Bliss=7.04, Synergy_Loewe=8.59, Synergy_HSA=10.4. (6) Drug 1: CN(C)C1=NC(=NC(=N1)N(C)C)N(C)C. Drug 2: CC1C(C(CC(O1)OC2CC(CC3=C2C(=C4C(=C3O)C(=O)C5=CC=CC=C5C4=O)O)(C(=O)C)O)N)O. Cell line: MCF7. Synergy scores: CSS=31.8, Synergy_ZIP=1.61, Synergy_Bliss=0.836, Synergy_Loewe=-25.7, Synergy_HSA=-0.474.